Task: Predict the product of the given reaction.. Dataset: Forward reaction prediction with 1.9M reactions from USPTO patents (1976-2016) (1) The product is: [CH2:10]([O:9][C:3](=[O:8])[CH2:4][C:5](=[O:6])[CH2:7][CH2:28][C:27]1[CH:30]=[CH:31][C:24]([F:23])=[CH:25][CH:26]=1)[CH3:11]. Given the reactants [H-].[Na+].[C:3]([O:9][CH2:10][CH3:11])(=[O:8])[CH2:4][C:5]([CH3:7])=[O:6].[Li]CCCC.C1CCCCC1.[F:23][C:24]1[CH:31]=[CH:30][C:27]([CH2:28]Br)=[CH:26][CH:25]=1, predict the reaction product. (2) Given the reactants [CH3:1][O:2][C:3]1[CH:4]=[CH:5][C:6](C=O)=[CH:7][CH:8]=1.[C:11]([NH:14][CH2:15][C:16]([OH:18])=[O:17])(=O)[CH3:12].[C:19]([O-])(=O)C.[Na+], predict the reaction product. The product is: [CH3:1][O:2][C:3]1[CH:8]=[CH:7][CH:6]=[CH:5][C:4]=1[CH:19]=[C:15]1[C:16](=[O:17])[O:18][C:11]([CH3:12])=[N:14]1. (3) Given the reactants [S:1]1[CH:5]=[C:4](C(O)=O)[N:3]=[CH:2]1.[C:9]([OH:13])([CH3:12])([CH3:11])[CH3:10].C([N:16]([CH2:19]C)CC)C.C1C=CC([O:27]P(OC2C=CC=CC=2)(N=[N+]=[N-])=O)=CC=1, predict the reaction product. The product is: [C:9]([O:13][C:19](=[O:27])[NH:16][C:4]1[N:3]=[CH:2][S:1][CH:5]=1)([CH3:12])([CH3:11])[CH3:10].